This data is from Forward reaction prediction with 1.9M reactions from USPTO patents (1976-2016). The task is: Predict the product of the given reaction. (1) Given the reactants C([N-]C(C)C)(C)C.[Li+].[N:9]12[CH2:16][CH2:15][CH:12]([CH2:13][CH2:14]1)[C@@H:11]([O:17][C:18](=[O:33])[CH:19]([C:27]1[CH:32]=[CH:31][CH:30]=[CH:29][CH:28]=1)[CH2:20][C:21]1[CH:26]=[CH:25][CH:24]=[CH:23][CH:22]=1)[CH2:10]2.C1C[O:37][CH2:36]C1, predict the reaction product. The product is: [N:9]12[CH2:16][CH2:15][CH:12]([CH2:13][CH2:14]1)[C@@H:11]([O:17][C:18](=[O:33])[C:19]([CH2:36][OH:37])([C:27]1[CH:32]=[CH:31][CH:30]=[CH:29][CH:28]=1)[CH2:20][C:21]1[CH:22]=[CH:23][CH:24]=[CH:25][CH:26]=1)[CH2:10]2. (2) Given the reactants [CH2:1]([O:8][C:9]1[CH:10]=[N:11][CH:12]=[C:13]([O:17][CH2:18][C:19]2[CH:24]=[CH:23][CH:22]=[CH:21][CH:20]=2)[C:14]=1[CH2:15][OH:16])[C:2]1[CH:7]=[CH:6][CH:5]=[CH:4][CH:3]=1.N1C=CN=C1.[CH3:30][C:31]([Si:34](Cl)([CH3:36])[CH3:35])([CH3:33])[CH3:32], predict the reaction product. The product is: [CH2:18]([O:17][C:13]1[CH:12]=[N:11][CH:10]=[C:9]([O:8][CH2:1][C:2]2[CH:3]=[CH:4][CH:5]=[CH:6][CH:7]=2)[C:14]=1[CH2:15][O:16][Si:34]([C:31]([CH3:33])([CH3:32])[CH3:30])([CH3:36])[CH3:35])[C:19]1[CH:24]=[CH:23][CH:22]=[CH:21][CH:20]=1. (3) Given the reactants [Br:1][C:2]1[N:7]=[C:6]([NH2:8])[CH:5]=[CH:4][CH:3]=1.[Cl:9]N1C(=O)CCC1=O, predict the reaction product. The product is: [Br:1][C:2]1[N:7]=[C:6]([NH2:8])[CH:5]=[CH:4][C:3]=1[Cl:9]. (4) Given the reactants [N:1]1([C:7]2[N:15]=[C:14]([C:16]3[CH:17]=[C:18]([OH:22])[CH:19]=[CH:20][CH:21]=3)[N:13]=[C:12]3[C:8]=2[N:9]=[CH:10][N:11]3[CH:23]2[CH2:28][CH2:27][NH:26][CH2:25][CH2:24]2)[CH2:6][CH2:5][O:4][CH2:3][CH2:2]1.[BH3-]C#N.[Na+].[N:33]1[CH:38]=[CH:37][CH:36]=[CH:35][C:34]=1[CH:39]=O, predict the reaction product. The product is: [N:1]1([C:7]2[N:15]=[C:14]([C:16]3[CH:17]=[C:18]([OH:22])[CH:19]=[CH:20][CH:21]=3)[N:13]=[C:12]3[C:8]=2[N:9]=[CH:10][N:11]3[CH:23]2[CH2:28][CH2:27][N:26]([CH2:39][C:34]3[CH:35]=[CH:36][CH:37]=[CH:38][N:33]=3)[CH2:25][CH2:24]2)[CH2:6][CH2:5][O:4][CH2:3][CH2:2]1. (5) The product is: [C:1]([O:5][C:6]([NH:8][C@@H:9]1[CH2:14][CH2:13][C:12](=[N:27][O:26][CH3:25])[CH2:11][C@@H:10]1[NH:16][C:17]([O:19][C:20]([CH3:23])([CH3:22])[CH3:21])=[O:18])=[O:7])([CH3:4])([CH3:3])[CH3:2]. Given the reactants [C:1]([O:5][C:6]([NH:8][C@@H:9]1[CH2:14][CH2:13][C:12](=O)[CH2:11][C@@H:10]1[NH:16][C:17]([O:19][C:20]([CH3:23])([CH3:22])[CH3:21])=[O:18])=[O:7])([CH3:4])([CH3:3])[CH3:2].Cl.[CH3:25][O:26][NH2:27].N1C=CC=CC=1, predict the reaction product.